From a dataset of Forward reaction prediction with 1.9M reactions from USPTO patents (1976-2016). Predict the product of the given reaction. (1) Given the reactants [CH2:1]([O:4][C@H:5]1[C@H:9]([NH:10][C:11]([O:13]C(C)(C)C)=O)[CH2:8][N:7]([C:18]([O:20][CH2:21][C:22]2[CH:27]=[CH:26][CH:25]=[CH:24][CH:23]=2)=[O:19])[CH2:6]1)[CH:2]=[CH2:3].Cl.[F:29][C:30]([F:45])([F:44])[C:31]1[CH:32]=[C:33]([CH:41]=[CH:42][CH:43]=1)[C:34]([NH:36][CH2:37]C(O)=O)=[O:35].C(Cl)CCl.C1C=CC2N(O)N=NC=2C=1, predict the reaction product. The product is: [CH2:1]([O:4][C@H:5]1[C@H:9]([NH:10][C:11](=[O:13])[CH2:37][NH:36][C:34](=[O:35])[C:33]2[CH:41]=[CH:42][CH:43]=[C:31]([C:30]([F:29])([F:45])[F:44])[CH:32]=2)[CH2:8][N:7]([C:18]([O:20][CH2:21][C:22]2[CH:23]=[CH:24][CH:25]=[CH:26][CH:27]=2)=[O:19])[CH2:6]1)[CH:2]=[CH2:3]. (2) Given the reactants [F:1][C:2]1[CH:3]=[C:4]([CH2:10][OH:11])[CH:5]=[C:6]([F:9])[C:7]=1[F:8].Cl[C:13]1[CH:14]=[C:15]2[N:22]([CH3:23])[C@H:21]([CH3:24])[CH2:20][N:16]2[C:17](=[O:19])[N:18]=1, predict the reaction product. The product is: [CH3:23][N:22]1[C:15]2[N:16]([C:17](=[O:19])[N:18]=[C:13]([O:11][CH2:10][C:4]3[CH:3]=[C:2]([F:1])[C:7]([F:8])=[C:6]([F:9])[CH:5]=3)[CH:14]=2)[CH2:20][C@H:21]1[CH3:24]. (3) The product is: [CH3:44][O:43][C:39]1[CH:38]=[C:37]([CH:42]=[CH:41][CH:40]=1)[C:36]([NH:35][CH:32]1[CH2:33][CH2:34][N:29]([CH2:28][C:24]2[CH:23]=[CH:22][C:21]3[C:26](=[CH:27][C:18]([CH2:17][O:16][CH2:15][CH2:14][N:3]4[CH2:4][CH2:5][CH2:1][CH2:2]4)=[CH:19][CH:20]=3)[CH:25]=2)[CH2:30][CH2:31]1)=[O:45]. Given the reactants [CH3:1][CH2:2][N:3](CC)[CH2:4][CH3:5].CS(Cl)(=O)=O.O[CH2:14][CH2:15][O:16][CH2:17][C:18]1[CH:27]=[C:26]2[C:21]([CH:22]=[CH:23][C:24]([CH2:28][N:29]3[CH2:34][CH2:33][CH:32]([NH:35][C:36](=[O:45])[C:37]4[CH:42]=[CH:41][CH:40]=[C:39]([O:43][CH3:44])[CH:38]=4)[CH2:31][CH2:30]3)=[CH:25]2)=[CH:20][CH:19]=1.C([O-])(O)=O.[Na+], predict the reaction product. (4) Given the reactants [NH2:1][C:2]1[N:32]=[CH:31][CH:30]=[CH:29][C:3]=1[C:4]([C:6]1[C:15]2[C:10](=[CH:11][CH:12]=[CH:13][CH:14]=2)[CH:9]=[C:8]([N:16]2[CH2:21][CH2:20][N:19](C(OC(C)(C)C)=O)[CH2:18][CH2:17]2)[N:7]=1)=[O:5].[F:33][C:34]([F:39])([F:38])[C:35]([OH:37])=[O:36], predict the reaction product. The product is: [F:33][C:34]([F:39])([F:38])[C:35]([OH:37])=[O:36].[F:33][C:34]([F:39])([F:38])[C:35]([OH:37])=[O:36].[NH2:1][C:2]1[C:3]([C:4]([C:6]2[C:15]3[C:10](=[CH:11][CH:12]=[CH:13][CH:14]=3)[CH:9]=[C:8]([N:16]3[CH2:21][CH2:20][NH:19][CH2:18][CH2:17]3)[N:7]=2)=[O:5])=[CH:29][CH:30]=[CH:31][N:32]=1. (5) Given the reactants [CH3:1][C:2]1[C:3]([C:11]2[S:15][C:14]([C:16]([OH:18])=O)=[CH:13][CH:12]=2)=[N:4][O:5][C:6]=1[C:7]([F:10])([F:9])[F:8].[NH:19]1[CH2:24][CH2:23][S:22](=[O:26])(=[O:25])[CH2:21][CH2:20]1, predict the reaction product. The product is: [O:25]=[S:22]1(=[O:26])[CH2:23][CH2:24][N:19]([C:16]([C:14]2[S:15][C:11]([C:3]3[C:2]([CH3:1])=[C:6]([C:7]([F:8])([F:9])[F:10])[O:5][N:4]=3)=[CH:12][CH:13]=2)=[O:18])[CH2:20][CH2:21]1. (6) Given the reactants [Cl:1][C:2]1[N:7]=[C:6]([NH:8][CH3:9])[C:5]([N+:10]([O-])=O)=[C:4]([CH3:13])[CH:3]=1.[NH4+].[Cl-], predict the reaction product. The product is: [Cl:1][C:2]1[N:7]=[C:6]([NH:8][CH3:9])[C:5]([NH2:10])=[C:4]([CH3:13])[CH:3]=1. (7) Given the reactants [N:1]1[C:10]2[N:9]=[CH:8][CH:7]=[C:6](O)[C:5]=2[CH:4]=[CH:3][CH:2]=1.P(Cl)(Cl)([Cl:14])=O, predict the reaction product. The product is: [Cl:14][C:10]1[N:9]=[CH:8][CH:7]=[C:6]2[C:5]=1[CH:4]=[CH:3][CH:2]=[N:1]2. (8) Given the reactants Br[C:2]1[S:6][C:5]([C:7]2[CH:8]=[CH:9][C:10]([F:15])=[C:11]([CH:14]=2)[C:12]#[N:13])=[N:4][N:3]=1.[C:16]([Si:20]([CH3:41])([CH3:40])[O:21][C@@H:22]1[C:30]2[C:25](=[C:26](B3OC(C)(C)C(C)(C)O3)[CH:27]=[CH:28][CH:29]=2)[CH2:24][CH2:23]1)([CH3:19])([CH3:18])[CH3:17].C(=O)([O-])[O-].[K+].[K+], predict the reaction product. The product is: [Si:20]([O:21][C@@H:22]1[C:30]2[C:25](=[C:26]([C:2]3[S:6][C:5]([C:7]4[CH:8]=[CH:9][C:10]([F:15])=[C:11]([CH:14]=4)[C:12]#[N:13])=[N:4][N:3]=3)[CH:27]=[CH:28][CH:29]=2)[CH2:24][CH2:23]1)([C:16]([CH3:19])([CH3:18])[CH3:17])([CH3:41])[CH3:40]. (9) Given the reactants [C:1](O)(=O)[C:2]([CH3:5])([CH3:4])[CH3:3].[C:8]([C:10]1[CH:11]=[N:12]C=[CH:14][CH:15]=1)#[N:9].OS(O)(=O)=O.[OH-].[Na+], predict the reaction product. The product is: [C:2]([C:1]1[CH:14]=[CH:15][C:10]([C:11]#[N:12])=[CH:8][N:9]=1)([CH3:5])([CH3:4])[CH3:3]. (10) Given the reactants ClCCl.B(Br)(Br)Br.[OH:8][CH:9]1[CH2:14][CH2:13][CH2:12][N:11]([C:15]2[CH:24]=[C:23]3[C:18]([CH:19]=[C:20]([C:26]4[CH:31]=[CH:30][C:29]([O:32]C)=[CH:28][C:27]=4[CH3:34])[NH:21][C:22]3=[O:25])=[CH:17][CH:16]=2)[CH2:10]1.C(=O)(O)[O-].[Na+], predict the reaction product. The product is: [OH:32][C:29]1[CH:30]=[CH:31][C:26]([C:20]2[NH:21][C:22](=[O:25])[C:23]3[C:18]([CH:19]=2)=[CH:17][CH:16]=[C:15]([N:11]2[CH2:12][CH2:13][CH2:14][CH:9]([OH:8])[CH2:10]2)[CH:24]=3)=[C:27]([CH3:34])[CH:28]=1.